This data is from Full USPTO retrosynthesis dataset with 1.9M reactions from patents (1976-2016). The task is: Predict the reactants needed to synthesize the given product. (1) Given the product [O:1]=[C:2]1[C:11]2[C:6](=[CH:7][CH:8]=[CH:9][CH:10]=2)[N:5]=[C:4]([C:12]([NH:14][CH2:15][C:16]2[CH:21]=[CH:20][CH:19]=[C:18]([O:22][CH2:23][CH2:24][CH2:25][O:26][C:27]3[N:31]=[CH:30][NH:29][N:28]=3)[CH:17]=2)=[O:13])[NH:3]1, predict the reactants needed to synthesize it. The reactants are: [O:1]=[C:2]1[C:11]2[C:6](=[CH:7][CH:8]=[CH:9][CH:10]=2)[N:5]=[C:4]([C:12]([NH:14][CH2:15][C:16]2[CH:21]=[CH:20][CH:19]=[C:18]([O:22][CH2:23][CH2:24][CH2:25][O:26][C:27]3[N:31]=[CH:30][N:29](C(C4C=CC=CC=4)(C4C=CC=CC=4)C4C=CC=CC=4)[N:28]=3)[CH:17]=2)=[O:13])[NH:3]1.FC(F)(F)C(O)=O.C([SiH](CC)CC)C. (2) Given the product [CH3:1][C:2]1[NH:6][N:5]=[C:4]([O:7][C@@H:28]2[O:29][C@H:24]([CH2:23][O:22][C:20](=[O:21])[CH3:19])[C@@H:25]([O:39][C:40](=[O:41])[CH3:42])[C@H:26]([O:35][C:36](=[O:37])[CH3:38])[C@H:27]2[O:31][C:32](=[O:33])[CH3:34])[C:3]=1[CH2:8][C:9]1[CH:10]=[CH:11][C:12]([CH:15]=[C:16]2[CH2:18][CH2:17]2)=[CH:13][CH:14]=1, predict the reactants needed to synthesize it. The reactants are: [CH3:1][C:2]1[NH:6][NH:5][C:4](=[O:7])[C:3]=1[CH2:8][C:9]1[CH:14]=[CH:13][C:12]([CH:15]=[C:16]2[CH2:18][CH2:17]2)=[CH:11][CH:10]=1.[CH3:19][C:20]([O:22][CH2:23][C@H:24]1[O:29][C@H:28](Br)[C@H:27]([O:31][C:32]([CH3:34])=[O:33])[C@@H:26]([O:35][C:36]([CH3:38])=[O:37])[C@@H:25]1[O:39][C:40]([CH3:42])=[O:41])=[O:21].